This data is from Peptide-MHC class II binding affinity with 134,281 pairs from IEDB. The task is: Regression. Given a peptide amino acid sequence and an MHC pseudo amino acid sequence, predict their binding affinity value. This is MHC class II binding data. (1) The peptide sequence is PAKNIYSFNEIVALW. The MHC is HLA-DPA10201-DPB10101 with pseudo-sequence HLA-DPA10201-DPB10101. The binding affinity (normalized) is 0.268. (2) The peptide sequence is KKNGGDAMYMALIAAFS. The MHC is DRB1_0901 with pseudo-sequence DRB1_0901. The binding affinity (normalized) is 0.637. (3) The peptide sequence is KKGAGGITIKKTGQA. The MHC is DRB1_0301 with pseudo-sequence DRB1_0301. The binding affinity (normalized) is 0. (4) The peptide sequence is AAQPGLTSAVIEALP. The MHC is DRB1_0101 with pseudo-sequence DRB1_0101. The binding affinity (normalized) is 0.170.